Dataset: Reaction yield outcomes from USPTO patents with 853,638 reactions. Task: Predict the reaction yield, written as a fraction of the theoretical maximum amount of product (1.0 means a 100% yield; for example, 0.34 means a 34% yield). (1) The reactants are Br[C:2]1[CH:7]=[CH:6][C:5]([O:8][CH3:9])=[CH:4][CH:3]=1.ClC1C=CC(OC)=CC=1.[NH:19]1[CH2:24][CH2:23][O:22][CH2:21][CH2:20]1.CC([O-])(C)C.[Na+]. The yield is 0.980. The catalyst is C1(C)C=CC=CC=1. The product is [CH3:9][O:8][C:5]1[CH:6]=[CH:7][C:2]([N:19]2[CH2:24][CH2:23][O:22][CH2:21][CH2:20]2)=[CH:3][CH:4]=1. (2) The reactants are [CH3:1][C:2]1[CH:11]=[CH:10][CH:9]=[CH:8][C:3]=1[CH:4]=[CH:5][CH:6]=O.[CH3:12][C:13]([OH:15])=[O:14]. The catalyst is CC(OC(C)=O)=O. The product is [C:13]([O:15][CH:1]1[C:2]2[C:3](=[CH:8][CH:9]=[CH:10][CH:11]=2)[CH:4]=[C:5]1[CH3:6])(=[O:14])[CH3:12]. The yield is 0.700. (3) The reactants are [C:1]([NH:5][C:6]([NH:8][C:9]1[C:10]([CH3:30])=[C:11]([CH2:28]O)[C:12]2[O:16][CH2:15][C@H:14]([C:17]3[CH:22]=[CH:21][C:20]([CH:23]([CH3:25])[CH3:24])=[CH:19][CH:18]=3)[C:13]=2[C:26]=1[CH3:27])=[O:7])([CH3:4])([CH3:3])[CH3:2].C(OCC)(=O)C.CCCCCC. The catalyst is C(Cl)(Cl)Cl. The product is [C:1]([NH:5][C:6]([NH:8][C:9]1[C:10]([CH3:30])=[C:11]([CH3:28])[C:12]2[O:16][CH2:15][C@H:14]([C:17]3[CH:18]=[CH:19][C:20]([CH:23]([CH3:25])[CH3:24])=[CH:21][CH:22]=3)[C:13]=2[C:26]=1[CH3:27])=[O:7])([CH3:2])([CH3:3])[CH3:4]. The yield is 0.570. (4) The reactants are [Cl:1][C:2]1[CH:3]=[CH:4][C:5]([F:28])=[C:6]([C:8]2[N:17]=[C:16]([NH:18][C:19]3[C:24]([C:25]([OH:27])=O)=[CH:23][N:22]=[CH:21][CH:20]=3)[C:15]3[CH2:14][CH2:13][CH2:12][CH2:11][C:10]=3[N:9]=2)[CH:7]=1.C(N(CC)CC)C.[CH:36]1([NH2:39])[CH2:38][CH2:37]1.C1CN([P+](Br)(N2CCCC2)N2CCCC2)CC1.F[P-](F)(F)(F)(F)F. The catalyst is CN(C=O)C. The product is [Cl:1][C:2]1[CH:3]=[CH:4][C:5]([F:28])=[C:6]([C:8]2[N:17]=[C:16]([NH:18][C:19]3[C:24]([C:25]([NH:39][CH:36]4[CH2:38][CH2:37]4)=[O:27])=[CH:23][N:22]=[CH:21][CH:20]=3)[C:15]3[CH2:14][CH2:13][CH2:12][CH2:11][C:10]=3[N:9]=2)[CH:7]=1. The yield is 0.340. (5) The reactants are [CH2:1]([C:5]1[N:6]([CH2:13][C:14]2[CH:19]=[CH:18][C:17]([C:20]3[C:21]([C:26]#[N:27])=[CH:22][CH:23]=[CH:24][CH:25]=3)=[CH:16][C:15]=2[F:28])[C:7](=[O:12])[CH:8]=[C:9]([CH3:11])[N:10]=1)[CH2:2][CH2:3][CH3:4].C([O-])(=O)C.[Na+].[Br:34]Br. The catalyst is C(O)(=O)C.C(OCC)(=O)C. The product is [Br:34][C:8]1[C:7](=[O:12])[N:6]([CH2:13][C:14]2[CH:19]=[CH:18][C:17]([C:20]3[C:21]([C:26]#[N:27])=[CH:22][CH:23]=[CH:24][CH:25]=3)=[CH:16][C:15]=2[F:28])[C:5]([CH2:1][CH2:2][CH2:3][CH3:4])=[N:10][C:9]=1[CH3:11]. The yield is 0.600. (6) The reactants are [Br:1][C:2]1[CH:7]=[CH:6][C:5]([OH:8])=[CH:4][CH:3]=1.[C:9](Cl)(=[O:18])[CH:10]=[CH:11][C:12]1[CH:17]=[CH:16][CH:15]=[CH:14][CH:13]=1.C(N(CC)CC)C. The yield is 0.998. The catalyst is ClCCl. The product is [Br:1][C:2]1[CH:7]=[CH:6][C:5]([O:8][C:9](=[O:18])[CH:10]=[CH:11][C:12]2[CH:17]=[CH:16][CH:15]=[CH:14][CH:13]=2)=[CH:4][CH:3]=1. (7) The reactants are [CH:1]([C:4]1[CH:9]=[CH:8][C:7]([C:10]2[C:14]3[C:15]([CH3:22])=[C:16]([NH2:21])[C:17]([CH3:20])=[C:18]([CH3:19])[C:13]=3[O:12][C:11]=2[CH3:23])=[CH:6][CH:5]=1)([CH3:3])[CH3:2].[C:24](Cl)(=[O:31])[C:25]1[CH:30]=[CH:29][CH:28]=[CH:27][CH:26]=1. The catalyst is C(OCC)(=O)C. The product is [CH:1]([C:4]1[CH:9]=[CH:8][C:7]([C:10]2[C:14]3[C:15]([CH3:22])=[C:16]([NH:21][C:24](=[O:31])[C:25]4[CH:30]=[CH:29][CH:28]=[CH:27][CH:26]=4)[C:17]([CH3:20])=[C:18]([CH3:19])[C:13]=3[O:12][C:11]=2[CH3:23])=[CH:6][CH:5]=1)([CH3:3])[CH3:2]. The yield is 0.910. (8) The reactants are [CH2:1]([O:8][C:9]1[CH:14]=[CH:13][C:12]([NH2:15])=[CH:11][C:10]=1[C:16]1[N:17]([CH3:22])[N:18]=[CH:19][C:20]=1[Br:21])[C:2]1[CH:7]=[CH:6][CH:5]=[CH:4][CH:3]=1.[Cl:23][C:24]1[CH:29]=[CH:28][C:27]([N:30]=[C:31]=[O:32])=[CH:26][CH:25]=1. The catalyst is C(Cl)Cl. The product is [CH2:1]([O:8][C:9]1[CH:14]=[CH:13][C:12]([NH:15][C:31]([NH:30][C:27]2[CH:28]=[CH:29][C:24]([Cl:23])=[CH:25][CH:26]=2)=[O:32])=[CH:11][C:10]=1[C:16]1[N:17]([CH3:22])[N:18]=[CH:19][C:20]=1[Br:21])[C:2]1[CH:3]=[CH:4][CH:5]=[CH:6][CH:7]=1. The yield is 0.420.